From a dataset of Reaction yield outcomes from USPTO patents with 853,638 reactions. Predict the reaction yield, written as a fraction of the theoretical maximum amount of product (1.0 means a 100% yield; for example, 0.34 means a 34% yield). (1) The reactants are Br[C:2]1[CH:7]=[C:6]([O:8][CH3:9])[CH:5]=[C:4]([O:10][CH3:11])[CH:3]=1.C([Li])CCC.[C:17](OCC)(=[O:23])[C:18]([O:20][CH2:21][CH3:22])=[O:19]. The catalyst is C1COCC1. The product is [CH3:11][O:10][C:4]1[CH:3]=[C:2]([C:17](=[O:23])[C:18]([O:20][CH2:21][CH3:22])=[O:19])[CH:7]=[C:6]([O:8][CH3:9])[CH:5]=1. The yield is 0.710. (2) No catalyst specified. The reactants are [CH2:1]([CH:5]1[C:12]2[CH:11]=[C:10]([C:13]([O:15]C)=[O:14])[NH:9][C:8]=2[CH2:7][CH2:6]1)[CH:2]([CH3:4])[CH3:3].O.[OH-].[Li+]. The yield is 0.630. The product is [CH2:1]([CH:5]1[C:12]2[CH:11]=[C:10]([C:13]([OH:15])=[O:14])[NH:9][C:8]=2[CH2:7][CH2:6]1)[CH:2]([CH3:4])[CH3:3]. (3) The reactants are C([O:3][C:4]([C:6]1[CH:15]=[CH:14][C:13]2[NH:12][CH:11]([CH:16]3[CH2:21][CH2:20][CH2:19][CH2:18][CH2:17]3)[CH:10]3[CH2:22][CH2:23][CH2:24][O:25][CH:9]3[C:8]=2[CH:7]=1)=[O:5])C.[OH-].[Na+].Cl. No catalyst specified. The product is [CH:16]1([CH:11]2[CH:10]3[CH2:22][CH2:23][CH2:24][O:25][CH:9]3[C:8]3[CH:7]=[C:6]([C:4]([OH:5])=[O:3])[CH:15]=[CH:14][C:13]=3[NH:12]2)[CH2:17][CH2:18][CH2:19][CH2:20][CH2:21]1. The yield is 0.690. (4) The reactants are Br[C:2]1[CH:3]=[N:4][CH:5]=[N:6][CH:7]=1.[CH3:8][O:9][C:10]1[CH:17]=[CH:16][C:13]([CH2:14][NH2:15])=[CH:12][CH:11]=1. No catalyst specified. The product is [CH3:8][O:9][C:10]1[CH:17]=[CH:16][C:13]([CH2:14][NH:15][C:2]2[CH:3]=[N:4][CH:5]=[N:6][CH:7]=2)=[CH:12][CH:11]=1. The yield is 0.850. (5) The product is [CH2:37]([C@H:2]([NH:1][C:50](=[O:51])[O:52][C:53]([CH3:56])([CH3:55])[CH3:54])[CH2:3][C@H:4]([OH:36])[C@@H:5]([N:21]([CH2:29][C:30]1[CH:31]=[CH:32][CH:33]=[CH:34][CH:35]=1)[CH2:22][C:23]1[CH:24]=[CH:25][CH:26]=[CH:27][CH:28]=1)[CH2:6][C:7]1[CH:8]=[CH:9][C:10]([O:13][CH2:14][C:15]2[CH:20]=[CH:19][CH:18]=[CH:17][CH:16]=2)=[CH:11][CH:12]=1)[C:38]1[CH:43]=[CH:42][CH:41]=[CH:40][CH:39]=1. The catalyst is COC(C)(C)C.C(Cl)(Cl)Cl. The yield is 0.460. The reactants are [NH2:1][C@@H:2]([CH2:37][C:38]1[CH:43]=[CH:42][CH:41]=[CH:40][CH:39]=1)[CH2:3][C@H:4]([OH:36])[C@@H:5]([N:21]([CH2:29][C:30]1[CH:35]=[CH:34][CH:33]=[CH:32][CH:31]=1)[CH2:22][C:23]1[CH:28]=[CH:27][CH:26]=[CH:25][CH:24]=1)[CH2:6][C:7]1[CH:12]=[CH:11][C:10]([O:13][CH2:14][C:15]2[CH:20]=[CH:19][CH:18]=[CH:17][CH:16]=2)=[CH:9][CH:8]=1.C([O-])([O-])=O.[K+].[K+].[C:50](O[C:50]([O:52][C:53]([CH3:56])([CH3:55])[CH3:54])=[O:51])([O:52][C:53]([CH3:56])([CH3:55])[CH3:54])=[O:51].C(OCC)(=O)C. (6) The reactants are [NH:1]1[CH2:15][CH2:14][CH2:13][C@H:2]1[C:3]([O:5][CH2:6][C:7]1[CH:12]=[CH:11][CH:10]=[CH:9][CH:8]=1)=[O:4].Cl.C[N:18]1[CH2:23][CH2:22]OCC1.C1C=CC2N([OH:33])N=NC=2C=1.[C:34]([OH:39])(=O)[C:35]([CH3:37])=O.C1CCC(N=C=NC2CCCCC2)CC1. The catalyst is CN(C=O)C.C(Cl)Cl. The product is [NH:18]1[C:23](=[O:33])[CH2:22][CH2:37][C@H:35]1[C:34]([N:1]1[CH2:15][CH2:14][CH2:13][C@H:2]1[C:3]([O:5][CH2:6][C:7]1[CH:8]=[CH:9][CH:10]=[CH:11][CH:12]=1)=[O:4])=[O:39]. The yield is 0.660. (7) The reactants are [CH2:1]([N:3]1[CH:7]=[C:6]([NH:8][C:9](=[O:34])[CH2:10][C:11]2[CH:16]=[CH:15][C:14]([O:17][C:18]3[C:27]4[C:22](=[CH:23][CH:24]=[C:25]([C:28]([O:30]C)=[O:29])[CH:26]=4)[N:21]=[CH:20][CH:19]=3)=[CH:13][C:12]=2[O:32][CH3:33])[CH:5]=[N:4]1)[CH3:2].[OH-].[Li+]. No catalyst specified. The product is [CH2:1]([N:3]1[CH:7]=[C:6]([NH:8][C:9](=[O:34])[CH2:10][C:11]2[CH:16]=[CH:15][C:14]([O:17][C:18]3[C:27]4[C:22](=[CH:23][CH:24]=[C:25]([C:28]([OH:30])=[O:29])[CH:26]=4)[N:21]=[CH:20][CH:19]=3)=[CH:13][C:12]=2[O:32][CH3:33])[CH:5]=[N:4]1)[CH3:2]. The yield is 0.820. (8) The reactants are C([O:9][C@H:10]1[C@H:14]([NH:15][C:16](=[O:23])[C:17]2[CH:22]=[CH:21][N:20]=[CH:19][CH:18]=2)[CH2:13][C@H:12]([CH2:24][O:25][S:26]([NH2:29])(=[O:28])=[O:27])[C@H:11]1[O:30]C(=O)C1C=CC=CC=1)(=O)C1C=CC=CC=1.N.CO. No catalyst specified. The product is [S:26](=[O:28])(=[O:27])([O:25][CH2:24][C@H:12]1[CH2:13][C@@H:14]([NH:15][C:16](=[O:23])[C:17]2[CH:18]=[CH:19][N:20]=[CH:21][CH:22]=2)[C@H:10]([OH:9])[C@@H:11]1[OH:30])[NH2:29]. The yield is 0.400. (9) The reactants are [Cl:1][C:2]1[N:3]=[N:4][C:5]([CH:8]=[CH2:9])=[CH:6][CH:7]=1. The catalyst is [Pd].C(OCC)(=O)C. The product is [Cl:1][C:2]1[N:3]=[N:4][C:5]([CH2:8][CH3:9])=[CH:6][CH:7]=1. The yield is 0.630. (10) The reactants are [I:1][C:2]1[CH:7]=[CH:6][N:5]=[C:4]([C:8]([OH:10])=O)[CH:3]=1.CN(C)CCCN=C=NCC.ON1C2C=CC=CC=2N=N1.Cl.[CH3:33][O:34][C:35](=[O:38])[CH2:36][NH2:37]. The catalyst is C(Cl)Cl. The product is [CH3:33][O:34][C:35](=[O:38])[CH2:36][NH:37][C:8]([C:4]1[CH:3]=[C:2]([I:1])[CH:7]=[CH:6][N:5]=1)=[O:10]. The yield is 0.440.